Dataset: Forward reaction prediction with 1.9M reactions from USPTO patents (1976-2016). Task: Predict the product of the given reaction. (1) The product is: [N:2]1[NH:3][CH:4]=[C:5]2[CH2:11][CH2:10][N:9]([C:13]([O:15][C:16]([CH3:19])([CH3:18])[CH3:17])=[O:14])[CH2:8][CH2:7][C:6]=12. Given the reactants Cl.[N:2]1[NH:3][CH:4]=[C:5]2[CH2:11][CH2:10][NH:9][CH2:8][CH2:7][C:6]=12.O.[C:13](O[C:13]([O:15][C:16]([CH3:19])([CH3:18])[CH3:17])=[O:14])([O:15][C:16]([CH3:19])([CH3:18])[CH3:17])=[O:14].[OH-].[Na+], predict the reaction product. (2) Given the reactants [CH3:1][S:2]([C:5]1[CH:6]=[C:7]([S:11]([CH2:14][C@H:15]([NH:19][C@@H:20]([C:25]2[CH:30]=[CH:29][C:28]([F:31])=[CH:27][CH:26]=2)[C:21]([F:24])([F:23])[F:22])[C:16](O)=[O:17])(=[O:13])=[O:12])[CH:8]=[CH:9][CH:10]=1)(=[O:4])=[O:3].CN(C(ON1N=NC2C=CC=NC1=2)=[N+](C)C)C.F[P-](F)(F)(F)(F)F.Cl.[NH2:57][C@@H:58]([CH2:67][CH3:68])[CH:59]([OH:66])[C:60]([NH:62][CH:63]1[CH2:65][CH2:64]1)=[O:61].CCN(C(C)C)C(C)C, predict the reaction product. The product is: [CH:63]1([NH:62][C:60](=[O:61])[CH:59]([OH:66])[C@@H:58]([NH:57][C:16](=[O:17])[C@@H:15]([NH:19][C@@H:20]([C:25]2[CH:26]=[CH:27][C:28]([F:31])=[CH:29][CH:30]=2)[C:21]([F:23])([F:24])[F:22])[CH2:14][S:11]([C:7]2[CH:8]=[CH:9][CH:10]=[C:5]([S:2]([CH3:1])(=[O:3])=[O:4])[CH:6]=2)(=[O:13])=[O:12])[CH2:67][CH3:68])[CH2:64][CH2:65]1. (3) Given the reactants [NH2:1][C:2]1[CH:3]=[C:4]2[C:8](=[CH:9][CH:10]=1)[N:7]([CH2:11][C:12]1[CH:17]=[CH:16][CH:15]=[CH:14][CH:13]=1)[CH:6]=[C:5]2[C:18]([OH:28])([C:24]([F:27])([F:26])[F:25])[C:19]([O:21][CH2:22][CH3:23])=[O:20].[C:29]1([CH3:39])[CH:34]=[CH:33][C:32]([S:35](Cl)(=[O:37])=[O:36])=[CH:31][CH:30]=1, predict the reaction product. The product is: [CH2:11]([N:7]1[C:8]2[C:4](=[CH:3][C:2]([NH:1][S:35]([C:32]3[CH:33]=[CH:34][C:29]([CH3:39])=[CH:30][CH:31]=3)(=[O:37])=[O:36])=[CH:10][CH:9]=2)[C:5]([C:18]([OH:28])([C:24]([F:27])([F:25])[F:26])[C:19]([O:21][CH2:22][CH3:23])=[O:20])=[CH:6]1)[C:12]1[CH:13]=[CH:14][CH:15]=[CH:16][CH:17]=1. (4) Given the reactants [OH:1][C:2]1[CH:3]=[CH:4][C:5]2[S:10][C:9]([C:11]3[CH:16]=[CH:15][CH:14]=[CH:13][N:12]=3)=[N:8][C:7](=[O:17])[C:6]=2[CH:18]=1.Br[CH2:20][CH2:21][CH2:22][CH3:23].C(=O)([O-])[O-].[K+].[K+].CN(C=O)C, predict the reaction product. The product is: [CH2:20]([O:1][C:2]1[CH:3]=[CH:4][C:5]2[S:10][C:9]([C:11]3[CH:16]=[CH:15][CH:14]=[CH:13][N:12]=3)=[N:8][C:7](=[O:17])[C:6]=2[CH:18]=1)[CH2:21][CH2:22][CH3:23]. (5) Given the reactants [C:1]([O:4][CH:5]([C:13]1[CH:18]=[CH:17][CH:16]=[C:15](Br)[CH:14]=1)[C:6]([O:8][C:9]([CH3:12])([CH3:11])[CH3:10])=[O:7])(=[O:3])[CH3:2].C([O-])([O-])=O.[Na+].[Na+].[F:26][C:27]([F:39])([F:38])[O:28][C:29]1[CH:34]=[CH:33][C:32](B(O)O)=[CH:31][CH:30]=1, predict the reaction product. The product is: [C:1]([O:4][CH:5]([C:13]1[CH:14]=[C:15]([C:32]2[CH:31]=[CH:30][C:29]([O:28][C:27]([F:26])([F:38])[F:39])=[CH:34][CH:33]=2)[CH:16]=[CH:17][CH:18]=1)[C:6]([O:8][C:9]([CH3:12])([CH3:11])[CH3:10])=[O:7])(=[O:3])[CH3:2]. (6) Given the reactants [CH3:1][O:2][C:3]1[CH:8]=[CH:7][C:6]([NH:9][C:10](=[O:22])[CH2:11][C:12]2[CH:21]=[CH:20][C:15]([C:16]([O:18]C)=[O:17])=[CH:14][CH:13]=2)=[C:5]([C:23]([F:26])([F:25])[F:24])[CH:4]=1.[OH-].[Na+], predict the reaction product. The product is: [CH3:1][O:2][C:3]1[CH:8]=[CH:7][C:6]([NH:9][C:10](=[O:22])[CH2:11][C:12]2[CH:21]=[CH:20][C:15]([C:16]([OH:18])=[O:17])=[CH:14][CH:13]=2)=[C:5]([C:23]([F:24])([F:26])[F:25])[CH:4]=1.